Dataset: Forward reaction prediction with 1.9M reactions from USPTO patents (1976-2016). Task: Predict the product of the given reaction. (1) Given the reactants [CH3:1][C:2]1[N:7]=[C:6]([NH:8][CH3:9])[N:5]=[C:4]([NH:10][CH:11]2[CH2:16][CH2:15][CH2:14][CH:13]([C:17]([OH:19])=O)[CH2:12]2)[N:3]=1.[Cl:20][C:21]1[CH:26]=[C:25]([Cl:27])[CH:24]=[CH:23][C:22]=1[CH2:28][NH2:29].CCN=C=NCCCN(C)C.Cl, predict the reaction product. The product is: [Cl:20][C:21]1[CH:26]=[C:25]([Cl:27])[CH:24]=[CH:23][C:22]=1[CH2:28][NH:29][C:17]([C@H:13]1[CH2:14][CH2:15][CH2:16][C@@H:11]([NH:10][C:4]2[N:3]=[C:2]([CH3:1])[N:7]=[C:6]([NH:8][CH3:9])[N:5]=2)[CH2:12]1)=[O:19]. (2) The product is: [CH2:16]([O:18][C:19]([C:20]1[CH:25]=[CH:24][C:23]2[N:26]=[C:28]([NH:11][C:9]3[S:10][C:6]4[CH:5]=[C:4]([O:3][C:2]([F:1])([F:14])[F:15])[CH:13]=[CH:12][C:7]=4[N:8]=3)[N:27]([CH3:30])[C:22]=2[CH:21]=1)=[O:29])[CH3:17]. Given the reactants [F:1][C:2]([F:15])([F:14])[O:3][C:4]1[CH:13]=[CH:12][C:7]2[N:8]=[C:9]([NH2:11])[S:10][C:6]=2[CH:5]=1.[CH2:16]([O:18][C:19](=[O:29])[C:20]1[CH:25]=[CH:24][C:23]([NH2:26])=[C:22]([NH:27][CH3:28])[CH:21]=1)[CH3:17].[CH2:30](Cl)CCl, predict the reaction product. (3) Given the reactants [Cl:1][C:2]1[CH:7]=[C:6](Cl)[N:5]=[CH:4][N:3]=1.[F:9][C:10]([F:22])([F:21])[O:11][C:12]1[CH:17]=[CH:16][C:15](B(O)O)=[CH:14][CH:13]=1.C(=O)([O-])[O-].[K+].[K+].O1CCOCC1, predict the reaction product. The product is: [Cl:1][C:2]1[CH:7]=[C:6]([C:15]2[CH:14]=[CH:13][C:12]([O:11][C:10]([F:9])([F:21])[F:22])=[CH:17][CH:16]=2)[N:5]=[CH:4][N:3]=1. (4) Given the reactants [C:1](Cl)(=O)[C:2]([Cl:4])=[O:3].[CH3:7][O:8][C:9]1[CH:10]=[C:11](/[CH:19]=[CH:20]/[CH:21]=C/C(O)=O)[CH:12]=[C:13]([O:17][CH3:18])[C:14]=1[O:15][CH3:16], predict the reaction product. The product is: [CH3:18][O:17][C:13]1[CH:12]=[C:11](/[CH:19]=[CH:20]/[CH:21]=[CH:1]/[C:2]([Cl:4])=[O:3])[CH:10]=[C:9]([O:8][CH3:7])[C:14]=1[O:15][CH3:16]. (5) Given the reactants [C:1]([O:5][C:6]([N:8]1[CH2:13][CH2:12][NH:11][C:10]([CH2:16][C:17]2[CH:22]=[CH:21][C:20]([F:23])=[CH:19][C:18]=2[F:24])([CH:14]=O)[CH2:9]1)=[O:7])([CH3:4])([CH3:3])[CH3:2].[O-]S([O-])(=O)=O.[Mg+2].CN.CC([O-])=O.[Na+].[BH3-][C:39]#[N:40].[Na+], predict the reaction product. The product is: [C:1]([O:5][C:6]([N:8]1[CH2:13][CH2:12][NH:11][C:10]([CH2:16][C:17]2[CH:22]=[CH:21][C:20]([F:23])=[CH:19][C:18]=2[F:24])([CH2:14][NH:40][CH3:39])[CH2:9]1)=[O:7])([CH3:4])([CH3:3])[CH3:2]. (6) Given the reactants [C:1]1([NH2:8])[CH:6]=[CH:5][C:4]([NH2:7])=[CH:3][CH:2]=1.[C:9](=[S:11])=S.[OH-].[Na+].ClCC([O-])=O.[Na+].[NH2:20][NH2:21], predict the reaction product. The product is: [NH2:7][C:4]1[CH:5]=[CH:6][C:1]([NH:8][C:9](=[S:11])[NH:20][NH2:21])=[CH:2][CH:3]=1. (7) Given the reactants [CH2:1]([C:3]1[CH:8]=[CH:7][C:6]([O:9][CH2:10][O:11][CH2:12][CH3:13])=[CH:5][C:4]=1B(O)O)[CH3:2].FC(F)(F)S(O[C:23]1[CH:28]=[CH:27][C:26]([C:29](=[O:32])[CH2:30][CH3:31])=[CH:25][C:24]=1[CH2:33][CH3:34])(=O)=O, predict the reaction product. The product is: [CH2:12]([O:11][CH2:10][O:9][C:6]1[CH:7]=[CH:8][C:3]([CH2:1][CH3:2])=[C:4]([C:23]2[CH:28]=[CH:27][C:26]([C:29](=[O:32])[CH2:30][CH3:31])=[CH:25][C:24]=2[CH2:33][CH3:34])[CH:5]=1)[CH3:13].